From a dataset of Forward reaction prediction with 1.9M reactions from USPTO patents (1976-2016). Predict the product of the given reaction. (1) Given the reactants [CH3:1][O:2][C:3]1[CH:8]=[C:7]([CH2:9][NH:10][CH2:11][CH2:12][CH2:13][NH:14][CH2:15][CH2:16][CH2:17][CH2:18][NH:19][CH2:20][CH2:21][CH2:22][NH:23][CH2:24][C:25]2[CH:30]=[CH:29][C:28]([OH:31])=[C:27]([O:32][CH3:33])[CH:26]=2)[CH:6]=[CH:5][C:4]=1[OH:34].C(OC([N:42]1[CH2:47][CH2:46][C:45]2[N:48]([CH2:57][CH2:58][CH2:59][NH:60]C(OCC3C=CC=CC=3)=O)[C:49]([C:51]3[CH:56]=[CH:55][N:54]=[CH:53][CH:52]=3)=[CH:50][C:44]=2[C:43]1=[O:71])=O)(C)(C)C.CCO, predict the reaction product. The product is: [CH3:33][O:32][C:27]1[CH:26]=[C:25]([CH2:24][NH:23][CH2:22][CH2:21][CH2:20][NH:19][CH2:18][CH2:17][CH2:16][CH2:15][NH:14][CH2:13][CH2:12][CH2:11][NH:10][CH2:9][C:7]2[CH:6]=[CH:5][C:4]([OH:34])=[C:3]([O:2][CH3:1])[CH:8]=2)[CH:30]=[CH:29][C:28]=1[OH:31].[NH2:60][CH2:59][CH2:58][CH2:57][N:48]1[C:45]2[CH2:46][CH2:47][NH:42][C:43](=[O:71])[C:44]=2[CH:50]=[C:49]1[C:51]1[CH:52]=[CH:53][N:54]=[CH:55][CH:56]=1. (2) Given the reactants CN(C(O[N:9]1N=N[C:11]2C=CC=[N:15][C:10]1=2)=[N+](C)C)C.F[P-](F)(F)(F)(F)F.[Cl:25][C:26]1[CH:34]=[C:33]([C:35]2[CH:36]=[CH:37][C:38]3[N:39]([C:41]([CH2:44][O:45][C:46]4[C:55]5[C:50](=[CH:51][C:52]([O:56][CH3:57])=[CH:53][CH:54]=5)[N:49]=[CH:48][CH:47]=4)=[N:42][N:43]=3)[N:40]=2)[CH:32]=[CH:31][C:27]=1[C:28](O)=[O:29].O/N=C(\N)/C, predict the reaction product. The product is: [Cl:25][C:26]1[CH:34]=[C:33]([C:35]2[CH:36]=[CH:37][C:38]3[N:39]([C:41]([CH2:44][O:45][C:46]4[C:55]5[C:50](=[CH:51][C:52]([O:56][CH3:57])=[CH:53][CH:54]=5)[N:49]=[CH:48][CH:47]=4)=[N:42][N:43]=3)[N:40]=2)[CH:32]=[CH:31][C:27]=1[C:28]1[O:29][N:15]=[C:10]([CH3:11])[N:9]=1. (3) Given the reactants Cl[C:2]1[N:7]=[C:6]([NH:8][CH2:9][CH2:10][CH2:11][CH2:12][CH3:13])[C:5]([CH3:14])=[C:4]([CH3:15])[N:3]=1.[NH3:16].C(O)C, predict the reaction product. The product is: [NH2:16][C:2]1[N:7]=[C:6]([NH:8][CH2:9][CH2:10][CH2:11][CH2:12][CH3:13])[C:5]([CH3:14])=[C:4]([CH3:15])[N:3]=1. (4) Given the reactants [CH3:1][O:2][C:3]1[CH:8]=[CH:7][CH:6]=[C:5]([CH3:9])[CH:4]=1.[Br:10]N1C(=O)CCC1=O, predict the reaction product. The product is: [Br:10][C:6]1[CH:7]=[CH:8][C:3]([O:2][CH3:1])=[CH:4][C:5]=1[CH3:9]. (5) The product is: [CH3:38][C:28]1[CH:33]=[CH:32][C:31]([S:34]([O:1][CH2:2][C@@H:3]2[CH2:7][CH2:6][CH2:5][N:4]2[C:8]([O:10][C:11]([CH3:14])([CH3:13])[CH3:12])=[O:9])(=[O:36])=[O:35])=[CH:30][CH:29]=1. Given the reactants [OH:1][CH2:2][C@@H:3]1[CH2:7][CH2:6][CH2:5][N:4]1[C:8]([O:10][C:11]([CH3:14])([CH3:13])[CH3:12])=[O:9].C(N(CC)CC)C.CN1C=CN=C1.[C:28]1([CH3:38])[CH:33]=[CH:32][C:31]([S:34](Cl)(=[O:36])=[O:35])=[CH:30][CH:29]=1, predict the reaction product. (6) Given the reactants [C:1]([O:5][C:6]([NH:8][CH2:9][C:10]1[CH:15]=[CH:14][C:13]([CH:16]([OH:22])[CH2:17][C:18]([CH3:21])([CH3:20])[CH3:19])=[C:12]([F:23])[CH:11]=1)=[O:7])([CH3:4])([CH3:3])[CH3:2], predict the reaction product. The product is: [C:1]([O:5][C:6]([NH:8][CH2:9][C:10]1[CH:15]=[CH:14][C:13]([C:16](=[O:22])[CH2:17][C:18]([CH3:21])([CH3:20])[CH3:19])=[C:12]([F:23])[CH:11]=1)=[O:7])([CH3:4])([CH3:2])[CH3:3]. (7) Given the reactants Cl[C:2]1[N:7]2[N:8]=[C:9]([C:23]3[CH:28]=[CH:27][C:26]([F:29])=[CH:25][CH:24]=3)[C:10]([C:11]3[CH:16]=[CH:15][N:14]=[C:13]([NH:17][CH:18]4[CH2:22][CH2:21][CH2:20][CH2:19]4)[N:12]=3)=[C:6]2[CH:5]=[CH:4][CH:3]=1.[N-:30]=[N+]=[N-].[Na+].CCOCC, predict the reaction product. The product is: [CH:18]1([NH:17][C:13]2[N:12]=[C:11]([C:10]3[C:9]([C:23]4[CH:24]=[CH:25][C:26]([F:29])=[CH:27][CH:28]=4)=[N:8][N:7]4[C:2]([NH2:30])=[CH:3][CH:4]=[CH:5][C:6]=34)[CH:16]=[CH:15][N:14]=2)[CH2:19][CH2:20][CH2:21][CH2:22]1. (8) Given the reactants C(N(CC)CC)C.[Br:8][C:9]1[C:18]([O:19][CH2:20][C:21]([O:23][CH3:24])=[O:22])=[CH:17][CH:16]=[C:15]2[C:10]=1[CH:11]=[CH:12][C:13]([CH2:25][NH3+:26])=[CH:14]2.[Cl-].[C:28]1([N:34]2[C:38]([CH2:39][CH2:40][CH3:41])=[C:37]([C:42](Cl)=[O:43])[CH:36]=[N:35]2)[CH:33]=[CH:32][CH:31]=[CH:30][CH:29]=1, predict the reaction product. The product is: [CH3:24][O:23][C:21](=[O:22])[CH2:20][O:19][C:18]1[CH:17]=[CH:16][C:15]2[C:10](=[CH:11][CH:12]=[C:13]([CH2:25][NH:26][C:42]([C:37]3[CH:36]=[N:35][N:34]([C:28]4[CH:33]=[CH:32][CH:31]=[CH:30][CH:29]=4)[C:38]=3[CH2:39][CH2:40][CH3:41])=[O:43])[CH:14]=2)[C:9]=1[Br:8]. (9) Given the reactants [CH2:1]([O:3][C:4](=[O:27])[CH2:5][O:6][C:7]1[CH:12]=[C:11]([F:13])[C:10]([CH3:14])=[CH:9][C:8]=1[C:15](=O)[NH:16][CH2:17][C:18]1[CH:23]=[CH:22][C:21]([Br:24])=[CH:20][C:19]=1[F:25])[CH3:2].P12(SP3(SP(SP(S3)(S1)=S)(=S)S2)=S)=[S:29], predict the reaction product. The product is: [CH2:1]([O:3][C:4](=[O:27])[CH2:5][O:6][C:7]1[CH:12]=[C:11]([F:13])[C:10]([CH3:14])=[CH:9][C:8]=1[C:15](=[S:29])[NH:16][CH2:17][C:18]1[CH:23]=[CH:22][C:21]([Br:24])=[CH:20][C:19]=1[F:25])[CH3:2].